From a dataset of Reaction yield outcomes from USPTO patents with 853,638 reactions. Predict the reaction yield, written as a fraction of the theoretical maximum amount of product (1.0 means a 100% yield; for example, 0.34 means a 34% yield). (1) The reactants are [CH2:1]([O:8][C:9]1[CH:10]=[CH:11][C:12](Cl)=[N:13][CH:14]=1)[C:2]1[CH:7]=[CH:6][CH:5]=[CH:4][CH:3]=1.[C:16]([O:20][C:21]([N:23]1[CH2:28][CH2:27][CH:26]([NH2:29])[CH2:25][CH2:24]1)=[O:22])([CH3:19])([CH3:18])[CH3:17].O(C(C)(C)C)[K]. The catalyst is C1(C)C=CC=CC=1.C([O-])(=O)C.[Pd+2].C([O-])(=O)C.C1(P(C2C=CC=CC=2)C2C=CC3C(=CC=CC=3)C=2C2C3C(=CC=CC=3)C=CC=2P(C2C=CC=CC=2)C2C=CC=CC=2)C=CC=CC=1. The product is [C:16]([O:20][C:21]([N:23]1[CH2:28][CH2:27][CH:26]([NH:29][C:12]2[CH:11]=[CH:10][C:9]([O:8][CH2:1][C:2]3[CH:7]=[CH:6][CH:5]=[CH:4][CH:3]=3)=[CH:14][N:13]=2)[CH2:25][CH2:24]1)=[O:22])([CH3:19])([CH3:17])[CH3:18]. The yield is 0.870. (2) The yield is 0.530. The reactants are [F:1][C:2]1[CH:7]=[CH:6][C:5]([NH2:8])=[CH:4][C:3]=1[NH:9][C:10](=[O:17])[C:11]1[CH:16]=[CH:15][CH:14]=[CH:13][CH:12]=1.Cl.[Cl:19][C:20]1[C:29]2[C:24](=[C:25]([O:34][CH3:35])[C:26]([O:32][CH3:33])=[C:27]([O:30][CH3:31])[CH:28]=2)[N:23]=[CH:22][N:21]=1. The catalyst is C(O)(C)C. The product is [ClH:19].[C:10]([NH:9][C:3]1[CH:4]=[C:5]([CH:6]=[CH:7][C:2]=1[F:1])[NH:8][C:20]1[C:29]2[C:24](=[C:25]([O:34][CH3:35])[C:26]([O:32][CH3:33])=[C:27]([O:30][CH3:31])[CH:28]=2)[N:23]=[CH:22][N:21]=1)(=[O:17])[C:11]1[CH:16]=[CH:15][CH:14]=[CH:13][CH:12]=1. (3) The reactants are [CH2:1]([N:8]1[CH2:13][CH2:12][C:11](=[N:14][NH:15][C:16](=[S:18])[NH2:17])[CH2:10][CH2:9]1)[C:2]1[CH:7]=[CH:6][CH:5]=[CH:4][CH:3]=1.Br[CH2:20][C:21]([C:23]1[CH:28]=[CH:27][CH:26]=[C:25]([N+:29]([O-:31])=[O:30])[CH:24]=1)=O. The catalyst is C1COCC1. The product is [CH2:1]([N:8]1[CH2:13][CH2:12][C:11](=[N:14][NH:15][C:16]2[S:18][CH:20]=[C:21]([C:23]3[CH:28]=[CH:27][CH:26]=[C:25]([N+:29]([O-:31])=[O:30])[CH:24]=3)[N:17]=2)[CH2:10][CH2:9]1)[C:2]1[CH:3]=[CH:4][CH:5]=[CH:6][CH:7]=1. The yield is 0.780. (4) The reactants are [CH2:1]([O:4][C:5]1[C:6]([CH:14]=[CH2:15])=[CH:7][C:8]([CH2:12][OH:13])=[N:9][C:10]=1[Cl:11])C=C. The catalyst is C(Cl)Cl.C1CCC([P+](C([P+](C2CCCCC2)(C2CCCCC2)C2CCCCC2)C2C=CC=CC=2)(C2CCCCC2)C2CCCCC2)CC1.Cl[Ru]Cl. The product is [Cl:11][C:10]1[N:9]=[C:8]([CH2:12][OH:13])[CH:7]=[C:6]2[CH:14]=[CH:15][CH2:1][O:4][C:5]=12. The yield is 0.890. (5) The reactants are [CH3:1][Mg]Br.[CH2:4]([N:11]1[C@@H:16]2[C@H:17]([C:19]3[N:20]=[N:21][N:22]([CH2:24][C:25](=[O:27])[CH3:26])[N:23]=3)[CH2:18][C@@:12]1([C:44]1[CH:49]=[CH:48][CH:47]=[CH:46][CH:45]=1)[C@H:13]([O:28][CH2:29][C:30]1[CH:35]=[C:34]([C:36]([F:39])([F:38])[F:37])[CH:33]=[C:32]([C:40]([F:43])([F:42])[F:41])[CH:31]=1)[CH2:14][CH2:15]2)[C:5]1[CH:10]=[CH:9][CH:8]=[CH:7][CH:6]=1. The catalyst is C1COCC1. The product is [CH2:4]([N:11]1[C@@H:16]2[C@H:17]([C:19]3[N:20]=[N:21][N:22]([CH2:24][C:25]([OH:27])([CH3:1])[CH3:26])[N:23]=3)[CH2:18][C@@:12]1([C:44]1[CH:49]=[CH:48][CH:47]=[CH:46][CH:45]=1)[C@H:13]([O:28][CH2:29][C:30]1[CH:35]=[C:34]([C:36]([F:37])([F:38])[F:39])[CH:33]=[C:32]([C:40]([F:42])([F:43])[F:41])[CH:31]=1)[CH2:14][CH2:15]2)[C:5]1[CH:10]=[CH:9][CH:8]=[CH:7][CH:6]=1. The yield is 0.390. (6) The product is [C:1]1([C:7]2[CH:12]=[CH:11][C:10]([CH:13]([CH3:15])[CH3:14])=[CH:9][N:8]=2)[CH:2]=[CH:3][CH:4]=[CH:5][CH:6]=1. The reactants are [C:1]1([C:7]2[CH:12]=[CH:11][C:10]([C:13]([CH3:15])=[CH2:14])=[CH:9][N:8]=2)[CH:6]=[CH:5][CH:4]=[CH:3][CH:2]=1. The yield is 0.540. The catalyst is [Pd].[Pt].CCO.